Dataset: Reaction yield outcomes from USPTO patents with 853,638 reactions. Task: Predict the reaction yield, written as a fraction of the theoretical maximum amount of product (1.0 means a 100% yield; for example, 0.34 means a 34% yield). (1) The reactants are C([O:8][CH2:9][CH2:10][O:11][CH2:12][C:13]1[CH:18]=[CH:17][C:16]([C:19](=[CH2:30])[C:20]([O:22]CC2C=CC=CC=2)=[O:21])=[CH:15][C:14]=1[F:31])C1C=CC=CC=1. The catalyst is CCOC(C)=O.[OH-].[OH-].[Pd+2]. The product is [F:31][C:14]1[CH:15]=[C:16]([CH:19]([CH3:30])[C:20]([OH:22])=[O:21])[CH:17]=[CH:18][C:13]=1[CH2:12][O:11][CH2:10][CH2:9][OH:8]. The yield is 0.360. (2) The reactants are [NH2:1][C:2]1[C:3]2[S:10][CH:9]=[C:8]([C:11]([NH:13][C:14]3[CH:19]=[C:18]([NH2:20])[CH:17]=[CH:16][C:15]=3[CH3:21])=[O:12])[C:4]=2[N:5]=[CH:6][N:7]=1.[F:22][C:23]([F:34])([F:33])[C:24]1[CH:25]=[C:26]([CH:30]=[CH:31][CH:32]=1)[C:27](Cl)=[O:28]. The catalyst is C1COCC1.C(OCC)(=O)C. The product is [NH2:1][C:2]1[C:3]2[S:10][CH:9]=[C:8]([C:11]([NH:13][C:14]3[CH:19]=[C:18]([NH:20][C:27](=[O:28])[C:26]4[CH:30]=[CH:31][CH:32]=[C:24]([C:23]([F:22])([F:33])[F:34])[CH:25]=4)[CH:17]=[CH:16][C:15]=3[CH3:21])=[O:12])[C:4]=2[N:5]=[CH:6][N:7]=1. The yield is 0.740. (3) The product is [F:1][C:2]1[CH:3]=[C:4]([CH:7]=[C:8]([OH:11])[C:9]=1[OH:10])[CH:5]=[O:6]. The reactants are [F:1][C:2]1[CH:3]=[C:4]([CH:7]=[C:8]([O:11]C)[C:9]=1[OH:10])[CH:5]=[O:6].B(Br)(Br)Br. The yield is 0.890. The catalyst is ClCCl. (4) The reactants are [Na].C[O:3][CH2:4][C:5]([O:7][CH2:8]C)=O.[CH3:10][C:11]([CH3:13])=[O:12].COC(C)(C)C. The catalyst is C1(C)C=CC=CC=1. The product is [CH3:8][O:7][CH2:5][C:4](=[O:3])[CH2:10][C:11](=[O:12])[CH3:13]. The yield is 0.369. (5) The reactants are [NH:1]1[C:9]2[C:4](=[CH:5][CH:6]=[CH:7][CH:8]=2)[CH2:3][C:2]1=[O:10].[Br:11]N1C(=O)CCC1=O. The catalyst is C(#N)C. The product is [Br:11][C:6]1[CH:5]=[C:4]2[C:9](=[CH:8][CH:7]=1)[NH:1][C:2](=[O:10])[CH2:3]2. The yield is 0.900.